Dataset: Catalyst prediction with 721,799 reactions and 888 catalyst types from USPTO. Task: Predict which catalyst facilitates the given reaction. Product: [F:60][C:56]1[CH:55]=[C:54]2[C:59](=[CH:58][CH:57]=1)[N:51]([NH:50][C:8]([C:7]1[C:2]([CH3:1])=[N:3][C:4]([C:11]3[CH:16]=[CH:15][CH:14]=[CH:13][N:12]=3)=[N:5][CH:6]=1)=[O:10])[CH:52]=[C:53]2[CH2:61][C:62]([OH:64])([CH3:63])[CH3:65]. Reactant: [CH3:1][C:2]1[C:7]([C:8]([OH:10])=O)=[CH:6][N:5]=[C:4]([C:11]2[CH:16]=[CH:15][CH:14]=[CH:13][N:12]=2)[N:3]=1.CN(C(ON1N=NC2C=CC=NC1=2)=[N+](C)C)C.F[P-](F)(F)(F)(F)F.CCN(C(C)C)C(C)C.[NH2:50][N:51]1[C:59]2[C:54](=[CH:55][C:56]([F:60])=[CH:57][CH:58]=2)[C:53]([CH2:61][C:62]([CH3:65])([OH:64])[CH3:63])=[CH:52]1. The catalyst class is: 31.